Dataset: Full USPTO retrosynthesis dataset with 1.9M reactions from patents (1976-2016). Task: Predict the reactants needed to synthesize the given product. (1) Given the product [F:12][C:13]1[CH:18]=[C:17]([C:8]2([N:22]([CH3:23])[CH3:21])[CH2:9][CH2:10][C:5]3([O:4][CH2:3][CH2:2][O:1]3)[CH2:6][CH2:7]2)[CH:16]=[CH:15][CH:14]=1, predict the reactants needed to synthesize it. The reactants are: [O:1]1[C:5]2([CH2:10][CH2:9][C:8](=O)[CH2:7][CH2:6]2)[O:4][CH2:3][CH2:2]1.[F:12][C:13]1[CH:18]=[CH:17][C:16]([Mg]Cl)=[CH:15][CH:14]=1.[CH3:21][N:22](C)[C:23]1(C2C=CC=CC=2)CCC2(CCNCC2)CC1. (2) Given the product [CH3:1][O:2][C:3]([C:5]1[CH:10]=[CH:9][C:8]([N:21]2[CH2:22][C:19]([F:23])([F:18])[CH2:20]2)=[C:7]([O:12][CH2:13][CH2:14][O:15][CH3:16])[N:6]=1)=[O:4], predict the reactants needed to synthesize it. The reactants are: [CH3:1][O:2][C:3]([C:5]1[CH:10]=[CH:9][C:8](Br)=[C:7]([O:12][CH2:13][CH2:14][O:15][CH3:16])[N:6]=1)=[O:4].Cl.[F:18][C:19]1([F:23])[CH2:22][NH:21][CH2:20]1.C(=O)([O-])[O-].[Cs+].[Cs+]. (3) The reactants are: [N+:1]([C:4]1[CH:5]=[C:6]([N:10]2[CH2:15][CH2:14][NH:13][CH2:12][CH2:11]2)[CH:7]=[CH:8][CH:9]=1)([O-])=O.C(N(CC)CC)C.[CH3:23][S:24](Cl)(=[O:26])=[O:25]. Given the product [CH3:23][S:24]([N:13]1[CH2:14][CH2:15][N:10]([C:6]2[CH:5]=[C:4]([NH2:1])[CH:9]=[CH:8][CH:7]=2)[CH2:11][CH2:12]1)(=[O:26])=[O:25], predict the reactants needed to synthesize it.